This data is from Forward reaction prediction with 1.9M reactions from USPTO patents (1976-2016). The task is: Predict the product of the given reaction. (1) Given the reactants [CH3:1][O:2][CH2:3][CH2:4][O:5]C.C(O)CO.[Na].ClC1[N:18]=[CH:17][N:16]=[C:15]([NH:19][S:20]([CH:23]=[CH:24][C:25]2[CH:30]=[CH:29][CH:28]=[CH:27][CH:26]=2)(=[O:22])=[O:21])[C:14]=1[C:31]1[CH:36]=[CH:35][C:34]([CH3:37])=[CH:33][CH:32]=1, predict the reaction product. The product is: [OH:5][CH2:4][CH2:3][O:2][C:1]1[N:18]=[CH:17][N:16]=[C:15]([NH:19][S:20]([CH:23]=[CH:24][C:25]2[CH:30]=[CH:29][CH:28]=[CH:27][CH:26]=2)(=[O:22])=[O:21])[C:14]=1[C:31]1[CH:32]=[CH:33][C:34]([CH3:37])=[CH:35][CH:36]=1. (2) Given the reactants C(N(CC)CC)C.[NH2:8][C:9]1[C:10]([C:19]([NH:21][C@@H:22]([CH:27]2[CH2:32][CH2:31][CH2:30][CH2:29][CH2:28]2)[C:23]([O:25][CH3:26])=[O:24])=[O:20])=[CH:11][C:12]2[C:17]([CH:18]=1)=[CH:16][CH:15]=[CH:14][CH:13]=2.[Br:33][C:34]1[O:38][C:37]([C:39](Cl)=[O:40])=[CH:36][CH:35]=1.Cl, predict the reaction product. The product is: [Br:33][C:34]1[O:38][C:37]([C:39]([NH:8][C:9]2[C:10]([C:19]([NH:21][C@@H:22]([CH:27]3[CH2:32][CH2:31][CH2:30][CH2:29][CH2:28]3)[C:23]([O:25][CH3:26])=[O:24])=[O:20])=[CH:11][C:12]3[C:17]([CH:18]=2)=[CH:16][CH:15]=[CH:14][CH:13]=3)=[O:40])=[CH:36][CH:35]=1. (3) The product is: [Cl:1][C:2]1[CH:3]=[C:4]([NH:9][C:10]2[C:19]3[C:14](=[CH:15][C:16]([O:21][CH3:22])=[C:17]([O:20][CH2:30][CH2:31][CH2:32][N:33]4[CH2:41][CH:40]5[CH:35]([CH2:36][N:37]([C:42]([O:44][C:45]([CH3:46])([CH3:48])[CH3:47])=[O:43])[CH2:38][CH2:39]5)[CH2:34]4)[CH:18]=3)[N:13]=[CH:12][N:11]=2)[CH:5]=[CH:6][C:7]=1[F:8]. Given the reactants [Cl:1][C:2]1[CH:3]=[C:4]([NH:9][C:10]2[C:19]3[C:14](=[CH:15][C:16]([O:21][CH3:22])=[C:17]([OH:20])[CH:18]=3)[N:13]=[CH:12][N:11]=2)[CH:5]=[CH:6][C:7]=1[F:8].C([O-])([O-])=O.[K+].[K+].Cl[CH2:30][CH2:31][CH2:32][N:33]1[CH2:41][CH:40]2[CH:35]([CH2:36][N:37]([C:42]([O:44][C:45]([CH3:48])([CH3:47])[CH3:46])=[O:43])[CH2:38][CH2:39]2)[CH2:34]1, predict the reaction product. (4) The product is: [CH3:32][O:33][C:34](=[O:35])[C:36]1[CH:41]=[CH:40][C:39]([C:12]2[N:17]=[C:16]3[N:18]([CH2:21][C:22]4[CH:23]=[C:24]5[C:29](=[CH:30][CH:31]=4)[N:28]=[CH:27][CH:26]=[CH:25]5)[N:19]=[N:20][C:15]3=[CH:14][CH:13]=2)=[CH:38][CH:37]=1. Given the reactants FC1C=C([C:12]2[N:17]=[C:16]3[N:18]([CH2:21][C:22]4[CH:23]=[C:24]5[C:29](=[CH:30][CH:31]=4)[N:28]=[CH:27][CH:26]=[CH:25]5)[N:19]=[N:20][C:15]3=[CH:14][CH:13]=2)C=CC=1C(NC)=O.[CH3:32][O:33][C:34]([C:36]1[CH:41]=[CH:40][C:39](B(O)O)=[CH:38][CH:37]=1)=[O:35].C(=O)([O-])[O-].[K+].[K+].O1CCOCC1, predict the reaction product. (5) The product is: [Cl:1][C:2]1[CH:3]=[CH:4][CH:5]=[C:6]2[C:10]=1[C:9](=[O:11])[N:8]([C:12]1[CH:34]=[CH:33][CH:32]=[C:14]([C:15]([N:46]3[CH2:45][CH2:44][N:43]([CH2:42][CH2:41][C:35]4[CH:40]=[CH:39][CH:38]=[CH:37][CH:36]=4)[CH2:48][CH2:47]3)=[O:16])[CH:13]=1)[CH2:7]2. Given the reactants [Cl:1][C:2]1[CH:3]=[CH:4][CH:5]=[C:6]2[C:10]=1[C:9](=[O:11])[N:8]([C:12]1[CH:13]=[C:14]([CH:32]=[CH:33][CH:34]=1)[C:15](NCCC1CCN(C3C=CN=CC=3)CC1)=[O:16])[CH2:7]2.[C:35]1([CH2:41][CH2:42][N:43]2[CH2:48][CH2:47][NH:46][CH2:45][CH2:44]2)[CH:40]=[CH:39][CH:38]=[CH:37][CH:36]=1.ClC1C=CC=C2C=1C(=O)N(C1C=C(C=CC=1)C(O)=O)C2, predict the reaction product. (6) Given the reactants [C:1]([O:5][C:6]([N:8]1[CH2:14][C:13]2[CH:15]=[C:16](Br)[CH:17]=[N:18][C:12]=2[NH:11][CH2:10][CH2:9]1)=[O:7])([CH3:4])([CH3:3])[CH3:2].[CH3:20][N:21]([CH2:26][C:27]1[O:28][C:29]2[CH:36]=[CH:35][CH:34]=[CH:33][C:30]=2[C:31]=1[CH3:32])[C:22](=[O:25])[CH:23]=[CH2:24].C(N(C(C)C)C(C)C)C.CC1C=CC=CC=1P(C1C=CC=CC=1C)C1C=CC=CC=1C, predict the reaction product. The product is: [C:1]([O:5][C:6]([N:8]1[CH2:14][C:13]2[CH:15]=[C:16](/[CH:24]=[CH:23]/[C:22](=[O:25])[N:21]([CH3:20])[CH2:26][C:27]3[O:28][C:29]4[CH:36]=[CH:35][CH:34]=[CH:33][C:30]=4[C:31]=3[CH3:32])[CH:17]=[N:18][C:12]=2[NH:11][CH2:10][CH2:9]1)=[O:7])([CH3:4])([CH3:3])[CH3:2].